Predict the product of the given reaction. From a dataset of Forward reaction prediction with 1.9M reactions from USPTO patents (1976-2016). (1) Given the reactants [CH2:1]([C@@:3]1([CH3:10])[CH2:7][O:6][C:5](=[O:8])[C@H:4]1[OH:9])[CH3:2].N1C(C)=CC=CC=1C.[C:19](Cl)(Cl)=[O:20].[NH2:23][C@@H:24]([CH2:38][CH2:39][CH2:40][CH3:41])[CH:25]([OH:37])[C:26]([NH:28][C@@H:29]([C:31]1[CH:36]=[CH:35][CH:34]=[CH:33][CH:32]=1)[CH3:30])=[O:27].C(N(CC)CC)C, predict the reaction product. The product is: [OH:37][CH:25]([C@@H:24]([NH:23][C:19](=[O:20])[O:9][C@H:4]1[C@:3]([CH2:1][CH3:2])([CH3:10])[CH2:7][O:6][C:5]1=[O:8])[CH2:38][CH2:39][CH2:40][CH3:41])[C:26](=[O:27])[NH:28][C@@H:29]([C:31]1[CH:36]=[CH:35][CH:34]=[CH:33][CH:32]=1)[CH3:30]. (2) Given the reactants [Br:1][C:2]1[CH:11]=[CH:10][C:9]([OH:12])=[C:8]2[C:3]=1[CH2:4][C@H:5]([C:13]([OH:15])=[O:14])[NH:6][CH2:7]2.S(=O)(=O)(O)O.[CH3:21]O, predict the reaction product. The product is: [Br:1][C:2]1[CH:11]=[CH:10][C:9]([OH:12])=[C:8]2[C:3]=1[CH2:4][C@H:5]([C:13]([O:15][CH3:21])=[O:14])[NH:6][CH2:7]2. (3) Given the reactants [CH3:1][O:2][CH:3]1[C:11]2[C:6](=[C:7]([CH:12]=[C:13]3[CH2:21][C:20]4[C:15](=[CH:16][CH:17]=[C:18]([CH3:22])[CH:19]=4)[C:14]3=[O:23])[CH:8]=[CH:9][CH:10]=2)[CH2:5][CH:4]1[CH3:24].CO.[BH4-].[Na+], predict the reaction product. The product is: [CH3:1][O:2][CH:3]1[C:11]2[C:6](=[C:7]([CH2:12][CH:13]3[CH2:21][C:20]4[C:15](=[CH:16][CH:17]=[C:18]([CH3:22])[CH:19]=4)[CH:14]3[OH:23])[CH:8]=[CH:9][CH:10]=2)[CH2:5][CH:4]1[CH3:24]. (4) Given the reactants [I:1][C:2]1[C:10]2[C:5](=[N:6][CH:7]=[CH:8][C:9]=2[O:11][CH:12]([CH3:14])[CH3:13])[NH:4][CH:3]=1.[H-].[Na+].[S:17](Cl)([C:20]1[CH:26]=[CH:25][C:23]([CH3:24])=[CH:22][CH:21]=1)(=[O:19])=[O:18], predict the reaction product. The product is: [I:1][C:2]1[C:10]2[C:5](=[N:6][CH:7]=[CH:8][C:9]=2[O:11][CH:12]([CH3:14])[CH3:13])[N:4]([S:17]([C:20]2[CH:26]=[CH:25][C:23]([CH3:24])=[CH:22][CH:21]=2)(=[O:19])=[O:18])[CH:3]=1.